From a dataset of Full USPTO retrosynthesis dataset with 1.9M reactions from patents (1976-2016). Predict the reactants needed to synthesize the given product. (1) Given the product [CH3:1][C:2]1[C:10]2[C:9]([CH2:11][N:12]3[C:16]4[CH:17]=[CH:18][CH:19]=[CH:20][C:15]=4[N:14]([CH2:24][CH2:23][C:22]#[N:25])[C:13]3=[O:21])=[CH:8][S:7][C:6]=2[CH:5]=[CH:4][CH:3]=1, predict the reactants needed to synthesize it. The reactants are: [CH3:1][C:2]1[C:10]2[C:9]([CH2:11][N:12]3[C:16]4[CH:17]=[CH:18][CH:19]=[CH:20][C:15]=4[NH:14][C:13]3=[O:21])=[CH:8][S:7][C:6]=2[CH:5]=[CH:4][CH:3]=1.[C:22](#[N:25])[CH:23]=[CH2:24].[OH-].C([N+](C)(C)C)C1C=CC=CC=1.CO.[NH4+].[Cl-]. (2) The reactants are: O[C:2]1[CH:17]=[C:16]([OH:18])[CH:15]=[CH:14][C:3]=1[C:4]([C:6]1[CH:11]=[CH:10][C:9]([OH:12])=[CH:8][C:7]=1[OH:13])=O.C([O-])(=O)C.[Na+].C(O)(=O)C(O)=O.[CH2:30]([NH:33][NH2:34])[CH2:31][CH3:32]. Given the product [OH:18][C:16]1[CH:17]=[C:2]2[C:3]([C:4]([C:6]3[CH:11]=[CH:10][C:9]([OH:12])=[CH:8][C:7]=3[OH:13])=[N:34][N:33]2[CH2:30][CH2:31][CH3:32])=[CH:14][CH:15]=1, predict the reactants needed to synthesize it. (3) Given the product [NH2:26][C:24]1[N:25]=[C:20]([C:13]2[CH:14]=[CH:15][C:10]([C:8]([NH:7][CH2:6][C:2]3[O:1][CH:5]=[CH:4][CH:3]=3)=[O:9])=[CH:11][CH:12]=2)[CH:21]=[C:22]([NH:27][CH3:28])[N:23]=1, predict the reactants needed to synthesize it. The reactants are: [O:1]1[CH:5]=[CH:4][CH:3]=[C:2]1[CH2:6][NH:7][C:8]([C:10]1[CH:15]=[CH:14][C:13](B(O)O)=[CH:12][CH:11]=1)=[O:9].Cl[C:20]1[N:25]=[C:24]([NH2:26])[N:23]=[C:22]([NH:27][CH3:28])[CH:21]=1. (4) Given the product [NH2:12][CH2:11][C:4]1[CH:3]=[C:2]([Cl:1])[CH:7]=[CH:6][C:5]=1[NH:8][CH3:9], predict the reactants needed to synthesize it. The reactants are: [Cl:1][C:2]1[CH:7]=[CH:6][C:5]([NH:8][CH:9]=O)=[C:4]([C:11]#[N:12])[CH:3]=1. (5) Given the product [CH3:1][C:2]1[N:6]([C:23]2[CH:24]=[CH:25][C:20]([C:19]([O:18][CH3:17])=[O:27])=[CH:21][CH:22]=2)[C:5]2[CH:7]=[CH:8][CH:9]=[CH:10][C:4]=2[N:3]=1, predict the reactants needed to synthesize it. The reactants are: [CH3:1][C:2]1[NH:3][C:4]2[CH:10]=[CH:9][CH:8]=[CH:7][C:5]=2[N:6]=1.C(=O)([O-])[O-].[K+].[K+].[CH3:17][O:18][C:19](=[O:27])[C:20]1[CH:25]=[CH:24][C:23](F)=[CH:22][CH:21]=1. (6) Given the product [C:21]([O-:40])(=[O:39])[CH2:22][CH2:23][CH2:24][CH2:25][CH2:26][CH2:27][CH2:28][CH2:29][CH2:30][CH2:31][CH2:32][CH2:33][CH2:34][CH2:35][CH2:36][CH2:37][CH3:38].[Ca+2:42].[C:21]([O-:40])(=[O:39])[CH2:22][CH2:23][CH2:24][CH2:25][CH2:26][CH2:27][CH2:28][CH2:29][CH2:30][CH2:31][CH2:32][CH2:33][CH2:34][CH2:35][CH2:36][CH2:37][CH3:38], predict the reactants needed to synthesize it. The reactants are: CC(C(O)=O)C1C=CC(CC2C(=O)CCC2)=CC=1.[OH-].[K+].[C:21]([OH:40])(=[O:39])[CH2:22][CH2:23][CH2:24][CH2:25][CH2:26][CH2:27][CH2:28][CH2:29][CH2:30][CH2:31][CH2:32][CH2:33][CH2:34][CH2:35][CH2:36][CH2:37][CH3:38].[OH-].[Ca+2:42].[OH-].